Task: Predict the reactants needed to synthesize the given product.. Dataset: Full USPTO retrosynthesis dataset with 1.9M reactions from patents (1976-2016) Given the product [C:10]([CH2:12][C:13]1([N:17]2[CH:21]=[C:20]([C:22]3[CH:27]=[N:26][N:25]4[C:28]([C:31]5[CH:32]=[C:33]([NH:37][C:38]([NH:40][CH2:41][C:42]([F:44])([F:45])[F:43])=[O:39])[CH:34]=[CH:35][CH:36]=5)=[CH:29][N:30]=[C:24]4[CH:23]=3)[CH:19]=[N:18]2)[CH2:14][N:15]([C:7]([N:1]2[CH2:6][CH2:5][O:4][CH2:3][CH2:2]2)=[O:8])[CH2:16]1)#[N:11], predict the reactants needed to synthesize it. The reactants are: [N:1]1([C:7](Cl)=[O:8])[CH2:6][CH2:5][O:4][CH2:3][CH2:2]1.[C:10]([CH2:12][C:13]1([N:17]2[CH:21]=[C:20]([C:22]3[CH:27]=[N:26][N:25]4[C:28]([C:31]5[CH:32]=[C:33]([NH:37][C:38]([NH:40][CH2:41][C:42]([F:45])([F:44])[F:43])=[O:39])[CH:34]=[CH:35][CH:36]=5)=[CH:29][N:30]=[C:24]4[CH:23]=3)[CH:19]=[N:18]2)[CH2:16][NH:15][CH2:14]1)#[N:11].C(N(CC)CC)C.